Dataset: Forward reaction prediction with 1.9M reactions from USPTO patents (1976-2016). Task: Predict the product of the given reaction. (1) Given the reactants [CH2:1]([N:5]1[C:13]([N:14]2[CH2:19][CH2:18][NH:17][CH2:16][CH2:15]2)=[N:12][C:11]2[C:6]1=[N:7][C:8]([C:27]1[CH:28]=[N:29][C:30]([NH2:33])=[N:31][CH:32]=1)=[N:9][C:10]=2[N:20]1[CH2:25][CH2:24][O:23][CH2:22][C@@H:21]1[CH3:26])[CH:2]([CH3:4])[CH3:3].[OH:34][C@@H:35]([CH3:39])[C:36](O)=[O:37].ON1C2C=CC=CC=2N=N1.Cl.C(N=C=NCCCN(C)C)C.C(N(CC)CC)C.C(=O)([O-])O.[Na+], predict the reaction product. The product is: [NH2:33][C:30]1[N:31]=[CH:32][C:27]([C:8]2[N:7]=[C:6]3[C:11]([N:12]=[C:13]([N:14]4[CH2:19][CH2:18][N:17]([C:36](=[O:37])[C@@H:35]([OH:34])[CH3:39])[CH2:16][CH2:15]4)[N:5]3[CH2:1][CH:2]([CH3:4])[CH3:3])=[C:10]([N:20]3[CH2:25][CH2:24][O:23][CH2:22][C@@H:21]3[CH3:26])[N:9]=2)=[CH:28][N:29]=1. (2) Given the reactants [H-].[H-].[H-].[H-].[Li+].[Al+3].[CH2:7]([N:14]1[C:18]([C:19]2[CH:24]=[CH:23][CH:22]=[CH:21][CH:20]=2)=[CH:17][C:16]([C:25](OCC)=[O:26])=[N:15]1)[C:8]1[CH:13]=[CH:12][CH:11]=[CH:10][CH:9]=1.[OH-].[Na+].S([O-])([O-])(=O)=O.[Na+].[Na+], predict the reaction product. The product is: [CH2:7]([N:14]1[C:18]([C:19]2[CH:20]=[CH:21][CH:22]=[CH:23][CH:24]=2)=[CH:17][C:16]([CH2:25][OH:26])=[N:15]1)[C:8]1[CH:9]=[CH:10][CH:11]=[CH:12][CH:13]=1. (3) Given the reactants [N:1]1([CH:6]([CH2:17][CH2:18][CH2:19][CH2:20][CH2:21][CH2:22][CH2:23][CH3:24])[CH2:7][CH2:8][CH2:9][CH2:10][CH2:11][CH2:12][CH2:13][CH2:14][CH2:15][OH:16])[CH:5]=[CH:4][N:3]=[CH:2]1.CC(C)=[O:27].OS(O)(=O)=O.O=[Cr](=O)=O, predict the reaction product. The product is: [N:1]1([CH:6]([CH2:17][CH2:18][CH2:19][CH2:20][CH2:21][CH2:22][CH2:23][CH3:24])[CH2:7][CH2:8][CH2:9][CH2:10][CH2:11][CH2:12][CH2:13][CH2:14][C:15]([OH:27])=[O:16])[CH:5]=[CH:4][N:3]=[CH:2]1. (4) The product is: [S:19]1[C:20]2[CH:26]=[CH:25][CH:24]=[CH:23][C:21]=2[N:22]=[C:18]1[C:16](=[O:17])[CH2:15][CH2:14][CH:11]1[CH2:12][CH2:13][N:8]([CH2:7][C:1]2[CH:6]=[CH:5][CH:4]=[CH:3][CH:2]=2)[CH2:9][CH2:10]1. Given the reactants [C:1]1([CH2:7][N:8]2[CH2:13][CH2:12][CH:11]([CH:14]=[CH:15][C:16]([C:18]3[S:19][C:20]4[CH:26]=[CH:25][CH:24]=[CH:23][C:21]=4[N:22]=3)=[O:17])[CH2:10][CH2:9]2)[CH:6]=[CH:5][CH:4]=[CH:3][CH:2]=1, predict the reaction product. (5) Given the reactants [F:1][C:2]1[CH:3]=[C:4]([CH:7]=[C:8]([O:17][CH3:18])[C:9]=1[O:10][CH2:11][CH2:12][C:13]([F:16])([F:15])[F:14])[CH:5]=[O:6].P([O-])(O)(O)=[O:20].[Na+].CC(=CC)C.Cl([O-])=O.[Na+].Cl, predict the reaction product. The product is: [F:1][C:2]1[CH:3]=[C:4]([CH:7]=[C:8]([O:17][CH3:18])[C:9]=1[O:10][CH2:11][CH2:12][C:13]([F:15])([F:16])[F:14])[C:5]([OH:20])=[O:6].